Dataset: Forward reaction prediction with 1.9M reactions from USPTO patents (1976-2016). Task: Predict the product of the given reaction. (1) Given the reactants [Br:1][C:2]1[CH:3]=[N:4][N:5](CC2C=C(C=CC=2)C(OC)=O)[CH:6]=1.BrCC1C=C(C=CC=1)C(OC)=O.Br[C:31]([CH3:38])([CH3:37])[C:32]([O:34][CH2:35][CH3:36])=[O:33], predict the reaction product. The product is: [Br:1][C:2]1[CH:3]=[N:4][N:5]([C:31]([CH3:38])([CH3:37])[C:32]([O:34][CH2:35][CH3:36])=[O:33])[CH:6]=1. (2) Given the reactants [NH2:1][C:2]1[N:7]=[C:6]([C:8]2[CH:15]=[CH:14][C:11]([C:12]#[N:13])=[C:10](F)[CH:9]=2)[CH:5]=[C:4]([N:17]2[CH2:22][CH2:21][CH2:20][C@@H:19]([N:23]3[CH2:27][CH2:26][O:25][C:24]3=O)[CH2:18]2)[N:3]=1.[OH2:29].[NH2:30][NH2:31], predict the reaction product. The product is: [NH2:1][C:2]1[N:3]=[C:4]([N:17]2[CH2:22][CH2:21][CH2:20][C@@H:19]([N:23]3[CH2:27][CH2:26][O:29][C:24]3=[O:25])[CH2:18]2)[CH:5]=[C:6]([C:8]2[CH:9]=[C:10]3[C:11]([C:12]([NH2:13])=[N:30][NH:31]3)=[CH:14][CH:15]=2)[N:7]=1. (3) Given the reactants Br[C:2]1[CH:11]=[C:10]([F:12])[CH:9]=[CH:8][C:3]=1[C:4]([O:6][CH3:7])=[O:5].[CH2:13]([Sn](CCCC)(CCCC)CCCC)[CH:14]=[CH2:15].[Cl-].[Li+], predict the reaction product. The product is: [CH2:15]([C:2]1[CH:11]=[C:10]([F:12])[CH:9]=[CH:8][C:3]=1[C:4]([O:6][CH3:7])=[O:5])[CH:14]=[CH2:13]. (4) The product is: [CH3:13][O:14][C:15](=[O:16])[CH:17]=[C:6]1[CH2:7][CH2:8][CH2:9][C:4]([CH3:11])([CH3:3])[CH2:5]1. Given the reactants [H-].[Na+].[CH3:3][C:4]1([CH3:11])[CH2:9][CH2:8][CH2:7][C:6](=O)[CH2:5]1.C[CH2:13][O:14][C:15]([CH3:17])=[O:16], predict the reaction product. (5) Given the reactants [OH:1][C:2]1[C:7]([CH3:8])=[CH:6][C:5]([CH2:9][CH2:10][C:11]([C:13]2[S:14][C:15]([CH2:24][CH2:25][CH3:26])=[C:16]([C:18]3[CH:23]=[CH:22][CH:21]=[CH:20][CH:19]=3)[CH:17]=2)=[O:12])=[CH:4][C:3]=1[CH3:27].[CH2:28]([CH:30]1[O:32][CH2:31]1)Cl, predict the reaction product. The product is: [CH3:27][C:3]1[CH:4]=[C:5]([CH2:9][CH2:10][C:11]([C:13]2[S:14][C:15]([CH2:24][CH2:25][CH3:26])=[C:16]([C:18]3[CH:23]=[CH:22][CH:21]=[CH:20][CH:19]=3)[CH:17]=2)=[O:12])[CH:6]=[C:7]([CH3:8])[C:2]=1[O:1][CH2:28][CH:30]1[CH2:31][O:32]1. (6) Given the reactants [CH3:1][C:2]1[CH:11]=[CH:10][C:5]([C:6]([O:8]C)=[O:7])=[C:4](OS(C(F)(F)F)(=O)=O)[CH:3]=1.[Cl-].[Li+].C(=O)([O-])[O-].[Na+].[Na+].[F:28][C:29]([F:40])([F:39])[C:30]1[CH:35]=[CH:34][C:33](B(O)O)=[CH:32][CH:31]=1, predict the reaction product. The product is: [CH3:1][C:2]1[CH:3]=[C:4]([C:33]2[CH:34]=[CH:35][C:30]([C:29]([F:40])([F:39])[F:28])=[CH:31][CH:32]=2)[C:5]([C:6]([OH:8])=[O:7])=[CH:10][CH:11]=1. (7) Given the reactants [F:1][C:2]1[CH:3]=[C:4](Br)[CH:5]=[CH:6][C:7]=1[F:8].[Mg].[CH3:11]I.[Cl-].[NH4+], predict the reaction product. The product is: [F:1][C:2]1[C:7]([F:8])=[CH:6][CH:5]=[CH:4][C:3]=1[CH3:11].